Dataset: Reaction yield outcomes from USPTO patents with 853,638 reactions. Task: Predict the reaction yield, written as a fraction of the theoretical maximum amount of product (1.0 means a 100% yield; for example, 0.34 means a 34% yield). (1) The reactants are [N:1]1[CH:6]=[CH:5][CH:4]=[C:3]([C@@H:7]2[CH2:11][CH2:10][C@H:9](O)[CH2:8]2)[CH:2]=1.[C:13]1(=[O:23])[NH:17][C:16](=[O:18])[C:15]2=[CH:19][CH:20]=[CH:21][CH:22]=[C:14]12.CC(OC(/N=N/C(OC(C)C)=O)=O)C.C1(P(C2C=CC=CC=2)C2C=CC=CC=2)C=CC=CC=1. The catalyst is C1COCC1.CCOC(C)=O. The product is [N:1]1[CH:6]=[CH:5][CH:4]=[C:3]([C@@H:7]2[CH2:11][CH2:10][C@@H:9]([N:17]3[C:16](=[O:18])[C:15]4=[CH:19][CH:20]=[CH:21][CH:22]=[C:14]4[C:13]3=[O:23])[CH2:8]2)[CH:2]=1. The yield is 0.890. (2) The product is [N:18]1[C:17]2[CH:16]=[CH:15][N:14]=[CH:13][C:12]=2[O:11][C:10]=1[C:7]1[CH:6]=[CH:5][C:4]([NH2:1])=[CH:9][CH:8]=1. The catalyst is [Fe].CO. The reactants are [N+:1]([C:4]1[CH:9]=[CH:8][C:7]([C:10]2[O:11][C:12]3[CH:13]=[N:14][CH:15]=[CH:16][C:17]=3[N:18]=2)=[CH:6][CH:5]=1)([O-])=O.[NH4+].[Cl-].O. The yield is 0.640. (3) The reactants are C[O:2][C:3](=[O:36])[C:4]1[CH:9]=[CH:8][CH:7]=[C:6]([C:10]2[O:11][C:12]([CH3:35])=[C:13]([CH2:15][N:16]([CH2:33][CH3:34])[C:17]3[CH:22]=[CH:21][C:20]([C:23]([OH:32])([C:28]([F:31])([F:30])[F:29])[C:24]([F:27])([F:26])[F:25])=[CH:19][CH:18]=3)[N:14]=2)[CH:5]=1.[Li+].[OH-].Cl.CCOCC. The catalyst is C1COCC1.O. The product is [CH2:33]([N:16]([CH2:15][C:13]1[N:14]=[C:10]([C:6]2[CH:5]=[C:4]([CH:9]=[CH:8][CH:7]=2)[C:3]([OH:36])=[O:2])[O:11][C:12]=1[CH3:35])[C:17]1[CH:22]=[CH:21][C:20]([C:23]([OH:32])([C:24]([F:25])([F:26])[F:27])[C:28]([F:30])([F:31])[F:29])=[CH:19][CH:18]=1)[CH3:34]. The yield is 0.880. (4) The reactants are [CH2:1]([O:3][C:4]([C:6]1[S:7][C:8]2[CH:14]=[C:13]([CH:15]([C:23]([O:25]C(C)(C)C)=[O:24])[C:16]([O:18]C(C)(C)C)=[O:17])[CH:12]=[CH:11][C:9]=2[CH:10]=1)=[O:5])[CH3:2].C(O)(C(F)(F)F)=O. The catalyst is C(Cl)Cl. The product is [CH2:1]([O:3][C:4]([C:6]1[S:7][C:8]2[CH:14]=[C:13]([CH:15]([C:23]([OH:25])=[O:24])[C:16]([OH:18])=[O:17])[CH:12]=[CH:11][C:9]=2[CH:10]=1)=[O:5])[CH3:2]. The yield is 0.940. (5) The reactants are [CH2:1]([OH:21])[CH2:2][CH2:3][CH2:4]/[CH:5]=[CH:6]\[CH2:7]/[CH:8]=[CH:9]\[CH2:10]/[CH:11]=[CH:12]\[CH2:13]/[CH:14]=[CH:15]\[CH2:16]/[CH:17]=[CH:18]\[CH2:19][CH3:20].[OH-:22].[Na+].[OH2:24].[C:25]1([CH3:31])[CH:30]=CC=C[CH:26]=1. The catalyst is [Cl-].C([N+](CCCC)(CCCC)CCCC)CCC. The product is [CH2:1]([O:21][C:25]([CH3:26])([CH3:31])[C:30]([O:24][C:25]([CH3:31])([CH3:30])[CH3:26])=[O:22])[CH2:2][CH2:3][CH2:4]/[CH:5]=[CH:6]\[CH2:7]/[CH:8]=[CH:9]\[CH2:10]/[CH:11]=[CH:12]\[CH2:13]/[CH:14]=[CH:15]\[CH2:16]/[CH:17]=[CH:18]\[CH2:19][CH3:20]. The yield is 0.440.